This data is from CYP2C19 inhibition data for predicting drug metabolism from PubChem BioAssay. The task is: Regression/Classification. Given a drug SMILES string, predict its absorption, distribution, metabolism, or excretion properties. Task type varies by dataset: regression for continuous measurements (e.g., permeability, clearance, half-life) or binary classification for categorical outcomes (e.g., BBB penetration, CYP inhibition). Dataset: cyp2c19_veith. (1) The drug is O=C1CCCCC(=O)c2ccccc2N1. The result is 0 (non-inhibitor). (2) The molecule is COc1ccc(/C=C/C(=O)NCc2c(C)nn(C)c2C)cc1COc1ccc(Br)cc1. The result is 1 (inhibitor). (3) The drug is O=C(O)c1cccnc1. The result is 0 (non-inhibitor). (4) The drug is CCCCCCCCCCCCCCCC(=O)NC(C)C. The result is 0 (non-inhibitor). (5) The molecule is CN(Cc1ccco1)c1nc(-c2ccccc2C(F)(F)F)nc2ccccc12. The result is 1 (inhibitor). (6) The molecule is FC(F)(F)c1cccc(-c2nc3nc(Cl)c(Cl)nc3[nH]2)c1. The result is 0 (non-inhibitor). (7) The molecule is CN1CCN(c2ncc3nc(-c4cccs4)c(=O)n(C[C@H]4CCCO4)c3n2)CC1. The result is 0 (non-inhibitor). (8) The molecule is CC(C)C(=O)Cc1ccc2ccccc2n1. The result is 0 (non-inhibitor). (9) The compound is COc1ccc(O)c(/C=N/NC(=O)CSc2nnc(C)n2-c2ccccc2)c1. The result is 0 (non-inhibitor). (10) The molecule is NC1(C(=O)O)CC(C(=O)O)C1. The result is 0 (non-inhibitor).